This data is from Catalyst prediction with 721,799 reactions and 888 catalyst types from USPTO. The task is: Predict which catalyst facilitates the given reaction. (1) Reactant: [NH2:1][C:2]1[CH:3]=[C:4]([CH:12]=[C:13]([C:15]2[CH:20]=[CH:19][N:18]=[C:17]([CH3:21])[CH:16]=2)[CH:14]=1)[C:5]([O:7][C:8]([CH3:11])([CH3:10])[CH3:9])=[O:6].[C:22]([O:26][C:27]([C@@H:29]([CH2:33][C:34]1[CH:39]=[CH:38][C:37]([Cl:40])=[CH:36][C:35]=1[Cl:41])[C:30](O)=[O:31])=[O:28])([CH3:25])([CH3:24])[CH3:23].CN(C(ON1N=NC2C=CC=CC1=2)=[N+](C)C)C.F[P-](F)(F)(F)(F)F.C(N(C(C)C)C(C)C)C. Product: [C:22]([O:26][C:27]([C@@H:29]([CH2:33][C:34]1[CH:39]=[CH:38][C:37]([Cl:40])=[CH:36][C:35]=1[Cl:41])[C:30]([NH:1][C:2]1[CH:3]=[C:4]([CH:12]=[C:13]([C:15]2[CH:20]=[CH:19][N:18]=[C:17]([CH3:21])[CH:16]=2)[CH:14]=1)[C:5]([O:7][C:8]([CH3:11])([CH3:10])[CH3:9])=[O:6])=[O:31])=[O:28])([CH3:25])([CH3:23])[CH3:24]. The catalyst class is: 9. (2) Reactant: Br[CH2:2][C:3]1[CH:12]=[C:11]([C:13]#[N:14])[CH:10]=[CH:9][C:4]=1[C:5]([O:7]C)=O.[NH2:15][C:16]1[CH:17]=[C:18]([CH:22]=[CH:23][CH:24]=1)[C:19]([OH:21])=[O:20]. Product: [C:13]([C:11]1[CH:12]=[C:3]2[C:4](=[CH:9][CH:10]=1)[C:5](=[O:7])[N:15]([C:16]1[CH:17]=[C:18]([CH:22]=[CH:23][CH:24]=1)[C:19]([OH:21])=[O:20])[CH2:2]2)#[N:14]. The catalyst class is: 3.